Dataset: Full USPTO retrosynthesis dataset with 1.9M reactions from patents (1976-2016). Task: Predict the reactants needed to synthesize the given product. (1) The reactants are: [Br:1][C:2]1[C:10]2[N:9]=[C:8]([CH3:11])[NH:7][C:6]=2[CH:5]=[C:4]([N+:12]([O-:14])=[O:13])[CH:3]=1.Br[CH2:16][C:17]1[CH:22]=[CH:21][CH:20]=[C:19]([Cl:23])[C:18]=1[CH3:24].C(=O)([O-])[O-].[Cs+].[Cs+].O. Given the product [Br:1][C:2]1[C:10]2[N:9]=[C:8]([CH3:11])[N:7]([CH2:16][C:17]3[CH:22]=[CH:21][CH:20]=[C:19]([Cl:23])[C:18]=3[CH3:24])[C:6]=2[CH:5]=[C:4]([N+:12]([O-:14])=[O:13])[CH:3]=1, predict the reactants needed to synthesize it. (2) Given the product [N:1]1[CH:6]=[CH:5][CH:4]=[CH:3][C:2]=1[C:7]1[N:11]=[C:10]([C:12]2[CH:17]=[C:16]([O:18][CH2:28][C:29]([F:32])([F:31])[F:30])[CH:15]=[C:14]([C:19]#[N:20])[CH:13]=2)[O:9][N:8]=1, predict the reactants needed to synthesize it. The reactants are: [N:1]1[CH:6]=[CH:5][CH:4]=[CH:3][C:2]=1[C:7]1[N:11]=[C:10]([C:12]2[CH:17]=[C:16]([OH:18])[CH:15]=[C:14]([C:19]#[N:20])[CH:13]=2)[O:9][N:8]=1.C(=O)([O-])[O-].[K+].[K+].I[CH2:28][C:29]([F:32])([F:31])[F:30]. (3) The reactants are: Cl.[C:2]1(=[O:13])[C:7]2([CH2:12][CH2:11][NH:10][CH2:9][CH2:8]2)[CH2:6][CH2:5][CH2:4][NH:3]1.C(N(CC)CC)C.[F:21][C:22]([F:34])([F:33])[C:23]1[CH:24]=[C:25]([S:29](Cl)(=[O:31])=[O:30])[CH:26]=[CH:27][CH:28]=1. Given the product [F:34][C:22]([F:21])([F:33])[C:23]1[CH:24]=[C:25]([S:29]([N:10]2[CH2:11][CH2:12][C:7]3([C:2](=[O:13])[NH:3][CH2:4][CH2:5][CH2:6]3)[CH2:8][CH2:9]2)(=[O:30])=[O:31])[CH:26]=[CH:27][CH:28]=1, predict the reactants needed to synthesize it. (4) Given the product [CH:18]1([O:17][CH2:16][C:15]([CH2:26][O:27][CH3:28])([C:11]([CH3:14])([CH3:12])[CH3:13])[CH2:20][OH:19])[CH2:25][CH2:24][CH2:23][CH2:22][CH2:21]1, predict the reactants needed to synthesize it. The reactants are: [H-].[H-].[H-].[H-].[Li+].[Al+3].[Al+3].[Cl-].[Cl-].[Cl-].[C:11]([C:15]1([CH2:26][O:27][CH3:28])[CH2:20][O:19][C:18]2([CH2:25][CH2:24][CH2:23][CH2:22][CH2:21]2)[O:17][CH2:16]1)([CH3:14])([CH3:13])[CH3:12].[OH-].[Na+].S([O-])([O-])(=O)=O.[Na+].[Na+]. (5) Given the product [NH2:1][C:2]1[N:7]=[C:6]([N:8]2[CH2:13][CH2:12][CH2:11][CH:10]([NH:14][C:15](=[O:21])[O:16][C:17]([CH3:20])([CH3:19])[CH3:18])[CH2:9]2)[CH:5]=[C:4]([C:22]2[CH:23]=[C:24]3[C:25]([C:28]([NH2:29])=[N:38][NH:39]3)=[CH:26][CH:27]=2)[N:3]=1, predict the reactants needed to synthesize it. The reactants are: [NH2:1][C:2]1[N:7]=[C:6]([N:8]2[CH2:13][CH2:12][CH2:11][CH:10]([NH:14][C:15](=[O:21])[O:16][C:17]([CH3:20])([CH3:19])[CH3:18])[CH2:9]2)[CH:5]=[C:4]([C:22]2[CH:27]=[CH:26][C:25]([C:28]#[N:29])=[C:24](F)[CH:23]=2)[N:3]=1.O1CCOCC1.O.[NH2:38][NH2:39].NN. (6) Given the product [C:1]([O:5][C:6](=[O:45])[CH2:7][CH:8]([NH:17][CH2:18][CH2:19][NH:20][CH2:21][CH2:22][CH2:23][C:24]1[CH:29]=[CH:28][CH:27]=[C:26]([NH:30][CH2:31][CH:32]2[CH2:34][CH2:33]2)[N:25]=1)[C:9]1[CH:10]=[N:11][C:12]([O:15][CH3:16])=[CH:13][CH:14]=1)([CH3:4])([CH3:2])[CH3:3], predict the reactants needed to synthesize it. The reactants are: [C:1]([O:5][C:6](=[O:45])[CH2:7][CH:8]([NH:17][CH2:18][CH2:19][N:20](C(OCC1C=CC=CC=1)=O)[CH2:21][CH:22]=[CH:23][C:24]1[CH:29]=[CH:28][CH:27]=[C:26]([NH:30][CH2:31][CH:32]2[CH2:34][CH2:33]2)[N:25]=1)[C:9]1[CH:10]=[N:11][C:12]([O:15][CH3:16])=[CH:13][CH:14]=1)([CH3:4])([CH3:3])[CH3:2].[H][H].